This data is from Peptide-MHC class II binding affinity with 134,281 pairs from IEDB. The task is: Regression. Given a peptide amino acid sequence and an MHC pseudo amino acid sequence, predict their binding affinity value. This is MHC class II binding data. (1) The peptide sequence is AVTFVNAPAFAAERG. The MHC is HLA-DQA10102-DQB10602 with pseudo-sequence HLA-DQA10102-DQB10602. The binding affinity (normalized) is 0.608. (2) The MHC is HLA-DQA10201-DQB10301 with pseudo-sequence HLA-DQA10201-DQB10301. The peptide sequence is PKQMLVGGVVLLGAMK. The binding affinity (normalized) is 0.851. (3) The peptide sequence is AFKVIATAANAAPAN. The MHC is HLA-DPA10103-DPB10301 with pseudo-sequence HLA-DPA10103-DPB10301. The binding affinity (normalized) is 0.616. (4) The peptide sequence is IEGGSLFIVPRFHVV. The MHC is DRB1_0901 with pseudo-sequence DRB1_0901. The binding affinity (normalized) is 0.573. (5) The peptide sequence is APGDSPNTDGIHIGD. The MHC is HLA-DQA10102-DQB10502 with pseudo-sequence HLA-DQA10102-DQB10502. The binding affinity (normalized) is 0. (6) The peptide sequence is INEPTAAAIAYGLDR. The MHC is DRB1_0404 with pseudo-sequence DRB1_0404. The binding affinity (normalized) is 0.214. (7) The MHC is DRB1_0401 with pseudo-sequence DRB1_0401. The peptide sequence is GVDYTITVYAVTYYK. The binding affinity (normalized) is 0.267.